From a dataset of Experimentally validated miRNA-target interactions with 360,000+ pairs, plus equal number of negative samples. Binary Classification. Given a miRNA mature sequence and a target amino acid sequence, predict their likelihood of interaction. (1) The miRNA is hsa-miR-518c-5p with sequence UCUCUGGAGGGAAGCACUUUCUG. The protein sequence of the target gene is MEAPPVTMMPVTGGTINMMEYLLQGSVLDHSLESLIHRLRGLCDNMEPETFLDHEMVFLLKGQQASPFVLRARRSMDRAGAPWHLRYLGQPEMGDKNRHALVRNCVDIATSENLTDFLMEMGFRMDHEFVAKGHLFRKGIMKIMVYKIFRILVPGNTDSTEALSLSYLVELSVVAPAGQDMVSDDMKNFAEQLKPLVHLEKIDPKRLM. Result: 1 (interaction). (2) The miRNA is mmu-miR-19b-3p with sequence UGUGCAAAUCCAUGCAAAACUGA. The protein sequence of the target gene is MVPKSDQLLIVVSILEGRHFPKRPKHLLVVEAKFDGEQLATDPVDHTDQPEFATELAWEIDRKVLHQHRLQRTPIKLQCFALDPQTSAKETVGYIVLDLRTAQETKQAPKWYQLLSNKYTKFKAEVQISLTLETDTKAQVDSYKAKAAPPRDGKVLASLAGVDPKDIVAVLNEEGGYHQIGPAEHCTDPFILSVTIAFATQLEQLIPCTMKLPERQPEFFFYYSLLGNDVTNEPFSDLINPNFEPERASVRIRSSVEILRVYLALHSKLQIHLCCGDQSLGSTEIPLNGLLKKGSTEINQ.... Result: 1 (interaction). (3) The miRNA is hsa-miR-4653-5p with sequence UCUCUGAGCAAGGCUUAACACC. The protein sequence of the target gene is MATVTATTKVPEIRDVTRIERIGAHSHIRGLGLDDALEPRQASQGMVGQLAARRAAGVVLEMIREGKIAGRAVLIAGQPGTGKTAIAMGMAQALGPDTPFTAIAGSEIFSLEMSKTEALTQAFRRSIGVRIKEETEIIEGEVVEIQIDRPATGTGSKVGKLTLKTTEMETIYDLGTKMIESLTKDKVQAGDVITIDKATGKISKLGRSFTRARDYDAMGSQTKFVQCPDGELQKRKEVVHTVSLHEIDVINSRTQGFLALFSGDTGEIKSEVREQINAKVAEWREEGKAEIIPGVLFIDE.... Result: 0 (no interaction). (4) The miRNA is rno-miR-17-5p with sequence CAAAGUGCUUACAGUGCAGGUAG. The protein sequence of the target gene is MATAKGIAIGIDLGTTYSCVGVFQHGKVEIIANDQGNRTTPSYVAFTDTERLIGDAAKNQVAMNPQNTVFDAKRLIGRKFNDPVVQADMKLWPFQVINEGGKPKVLVSYKGENKAFYPEEISSMVLTKLKETAEAFLGHPVTNAVITVPAYFNDSQRQATKDAGVIAGLNVLRIINEPTAAAIAYGLDKGGQGERHVLIFDLGGGTFDVSILTIDDGIFEVKATAGDTHLGGEDFDNRLVSHFVEEFKRKHKKDISQNKRAVRRLRTACERAKRTLSSSTQANLEIDSLYEGIDFYTSIT.... Result: 0 (no interaction). (5) The miRNA is hsa-miR-3129-5p with sequence GCAGUAGUGUAGAGAUUGGUUU. The protein sequence of the target gene is METHISCLFPELLAMIFGYLDVRDKGRAAQVCTAWRDAAYHKSVWRGVEAKLHLRRANPSLFPSLQARGIRRVQILSLRRSLSYVIQGMANIESLNLSGCYNLTDNGLGHAFVQEIGSLRALNLSLCKQITDSSLGRIAQYLKGLEVLELGGCSNITNTGLLLIAWGLQRLKSLNLRSCRHLSDVGIGHLAGMTRSAAEGCLGLEQLTLQDCQKLTDLSLKHISRGLTGLRLLNLSFCGGISDAGLLHLSHMGSLRSLNLRSCDNISDTGIMHLAMGSLRLSGLDVSFCDKVGDQSLAYI.... Result: 0 (no interaction). (6) The miRNA is hsa-miR-889-5p with sequence AAUGGCUGUCCGUAGUAUGGUC. The protein sequence of the target gene is MHRNFRKWIFYVFLCFGVLYVKLGALSSVVALGANIICNKIPGLAPRQRAICQSRPDAIIVIGEGAQMGIDECQHQFRFGRWNCSALGEKTVFGQELRVGSREAAFTYAITAAGVAHAVTAACSQGNLSNCGCDREKQGYYNQAEGWKWGGCSADVRYGIDFSRRFVDAREIKKNARRLMNLHNNEAGRKVLEDRMKLECKCHGVSGSCTTKTCWTTLPKFREVGHLLKEKYNAAVQVEVVRASRLRQPTFLRIKQLRSYQKPMETDLVYIEKSPNYCEEDAATGSVGTQGRLCNRTSPG.... Result: 0 (no interaction). (7) The miRNA is mmu-miR-466f with sequence ACGUGUGUGUGCAUGUGCAUGU. The protein sequence of the target gene is MAESSESFTMASSPAQRRRGNDPLTSSPGRSSRRTDALTSSPGRDLPPFEDESEGLLGTEGPLEEEEDGEELIGDGMERDYRAIPELDAYEAEGLALDDEDVEELTASQREAAERAMRQRDREAGRGLGRMRRGLLYDSDEEDEERPARKRRQVERATEDGEEDEEMIESIENLEDLKGHSVREWVSMAGPRLEIHHRFKNFLRTHVDSHGHNVFKERISDMCKENRESLVVNYEDLAAREHVLAYFLPEAPAELLQIFDEAALEVVLAMYPKYDRITNHIHVRISHLPLVEELRSLRQL.... Result: 0 (no interaction). (8) The miRNA is hsa-miR-3189-5p with sequence UGCCCCAUCUGUGCCCUGGGUAGGA. Result: 0 (no interaction). The protein sequence of the target gene is MANLSQPSEFVLLGFSSFGELQALLYGPFLMLYLLAFMGNTIIIVMVIADTHLHTPMYFFLGNFSLLEILVTMTAVPRMLSDLLVPHKVITFTGCMVQFYFHFSLGSTSFLILTDMALDRFVAICHPLRYGTLMSRAMCVQLAGAAWAAPFLAMVPTVLSRAHLDYCHGDVINHFFCDNEPLLQLSCSDTRLLEFWDFLMALTFVLSSFLVTLISYGYIVTTVLRIPSASSCQKAFSTCGSHLTLVFIGYSSTIFLYVRPGKAHSVQVRKVVALVTSVLTPFLNPFILTFCNQTVKTVLQ....